From a dataset of Full USPTO retrosynthesis dataset with 1.9M reactions from patents (1976-2016). Predict the reactants needed to synthesize the given product. Given the product [CH3:12][N:9]1[C:10](=[O:11])[C:5]2[C:4]([C:19]([O:21][CH3:22])=[O:20])=[C:3]([CH2:2][N:29]3[C:28]4[CH:30]=[CH:31][CH:32]=[CH:33][C:27]=4[S:26][C:25]3=[S:24])[S:18][C:6]=2[N:7]([CH2:14][CH:15]([CH3:17])[CH3:16])[C:8]1=[O:13], predict the reactants needed to synthesize it. The reactants are: Br[CH2:2][C:3]1[S:18][C:6]2[N:7]([CH2:14][CH:15]([CH3:17])[CH3:16])[C:8](=[O:13])[N:9]([CH3:12])[C:10](=[O:11])[C:5]=2[C:4]=1[C:19]([O:21][CH3:22])=[O:20].C[S:24][C:25]1[S:26][C:27]2[CH:33]=[CH:32][CH:31]=[CH:30][C:28]=2[N:29]=1.